This data is from NCI-60 drug combinations with 297,098 pairs across 59 cell lines. The task is: Regression. Given two drug SMILES strings and cell line genomic features, predict the synergy score measuring deviation from expected non-interaction effect. (1) Drug 1: CC1C(C(CC(O1)OC2CC(CC3=C2C(=C4C(=C3O)C(=O)C5=C(C4=O)C(=CC=C5)OC)O)(C(=O)CO)O)N)O.Cl. Drug 2: C1CCC(C(C1)N)N.C(=O)(C(=O)[O-])[O-].[Pt+4]. Cell line: DU-145. Synergy scores: CSS=22.7, Synergy_ZIP=-3.11, Synergy_Bliss=2.19, Synergy_Loewe=4.43, Synergy_HSA=3.45. (2) Drug 1: C1=C(C(=O)NC(=O)N1)F. Drug 2: CC1C(C(CC(O1)OC2CC(CC3=C2C(=C4C(=C3O)C(=O)C5=C(C4=O)C(=CC=C5)OC)O)(C(=O)CO)O)N)O.Cl. Cell line: SF-295. Synergy scores: CSS=47.9, Synergy_ZIP=-7.30, Synergy_Bliss=-6.20, Synergy_Loewe=-1.92, Synergy_HSA=-0.191.